From a dataset of Catalyst prediction with 721,799 reactions and 888 catalyst types from USPTO. Predict which catalyst facilitates the given reaction. Reactant: C(S([C:11]1[C:23]2[C:22]3[C:17](=[C:18]([N:25]([CH3:33])[C:26](=[O:32])[O:27][C:28]([CH3:31])([CH3:30])[CH3:29])[CH:19]=[C:20]([F:24])[CH:21]=3)[NH:16][C:15]=2[N:14]=[C:13]([O:34][C:35]2[CH:36]=[N:37][C:38]([S:41]([CH3:44])(=O)=O)=[N:39][CH:40]=2)[N:12]=1)(=O)=O)C1C=CC=CC=1.[CH2:45]([NH2:52])[CH2:46][CH2:47][CH2:48][CH2:49][CH2:50][NH2:51].SC[C:55]([O:57]CC)=[O:56].[OH-].[Na+]. Product: [NH2:51][CH2:50][CH2:49][CH2:48][CH2:47][CH2:46][CH2:45][NH:52][C:11]1[C:23]2[C:22]3[C:17](=[C:18]([N:25]([C:26]([O:27][C:28]([CH3:29])([CH3:30])[CH3:31])=[O:32])[CH3:33])[CH:19]=[C:20]([F:24])[CH:21]=3)[NH:16][C:15]=2[N:14]=[C:13]([O:34][C:35]2[CH:40]=[N:39][C:38]([S:41][CH2:44][C:55]([OH:57])=[O:56])=[N:37][CH:36]=2)[N:12]=1. The catalyst class is: 37.